Dataset: Reaction yield outcomes from USPTO patents with 853,638 reactions. Task: Predict the reaction yield, written as a fraction of the theoretical maximum amount of product (1.0 means a 100% yield; for example, 0.34 means a 34% yield). (1) The reactants are [CH3:1][O:2][C:3]1[CH:8]=[CH:7][C:6]([C:9]2[N:10]=[C:11]([NH2:15])[S:12][C:13]=2[CH3:14])=[CH:5][CH:4]=1.[N:16]1([C:21](N2C=CN=C2)=[S:22])[CH:20]=[CH:19][N:18]=[CH:17]1. The catalyst is C(#N)C. The yield is 0.870. The product is [CH3:1][O:2][C:3]1[CH:4]=[CH:5][C:6]([C:9]2[N:10]=[C:11]([NH:15][C:21]([N:16]3[CH:20]=[CH:19][N:18]=[CH:17]3)=[S:22])[S:12][C:13]=2[CH3:14])=[CH:7][CH:8]=1. (2) The reactants are [Mg:1].[CH2:2]([OH:5])[CH2:3][CH3:4]. The catalyst is II. The product is [O-:5][CH2:2][CH2:3][CH3:4].[Mg+2:1].[O-:5][CH2:2][CH2:3][CH3:4]. The yield is 0.939. (3) The reactants are [O:1]1[C:5]2[CH:6]=[CH:7][C:8]([C:10]([O:12]C)=[O:11])=[CH:9][C:4]=2[CH:3]=[CH:2]1.[Br:14]Br.C(=O)(O)[O-].[Na+].C([O-])([O-])=O.[K+].[K+]. The catalyst is C(Cl)Cl. The product is [Br:14][C:3]1[C:4]2[CH:9]=[C:8]([C:10]([OH:12])=[O:11])[CH:7]=[CH:6][C:5]=2[O:1][CH:2]=1. The yield is 0.960.